Task: Binary Classification. Given a miRNA mature sequence and a target amino acid sequence, predict their likelihood of interaction.. Dataset: Experimentally validated miRNA-target interactions with 360,000+ pairs, plus equal number of negative samples (1) The miRNA is hsa-miR-5585-3p with sequence CUGAAUAGCUGGGACUACAGGU. The protein sequence of the target gene is MADERKDEGKAPHWTSASLTEAAAHPHSPEMKDQGGAGEGLSRNANGFPYREEEEGAFGEHRSQGTYSDTKENGINGELTSADRETAEEVSARIVQVVTAEAVAVLKGEQEKEAQHKDQPAALPLAAEETANLPPSPPPSPASEQTATVEEDLLTASKMEFPEQEKFPSSFAEPLDKGEMEFKMPSKPGEDFEHAALVPDTSKTPQDKKDLQGMEGEKLPPVPFAQTFGTNLEDRKQSTEPSIVMPSIGLSAEPPAPKEPKDWFIEMPTESKKDEWGLAAPISPGPLTPMREKDVLEDIP.... Result: 0 (no interaction). (2) The miRNA is hsa-miR-572 with sequence GUCCGCUCGGCGGUGGCCCA. The protein sequence of the target gene is MPQLSGGGGGGDPELCATDEMIPFKDEGDPQKEKIFAEISHPEEEGDLADIKSSLVNESEIIPASNGHEVVRQAPSSQEPYHDKAREHPDEGKHPDGGLYNKGPSYSSYSGYIMMPNMNSDPYMSNGSLSPPIPRTSNKVPVVQPSHAVHPLTPLITYSDEHFSPGSHPSHIPSDVNSKQGMSRHPPAPEIPTFYPLSPGGVGQITPPIGWQGQPVYPITGGFRQPYPSSLSGDTSMSRFSHHMIPGPPGPHTTGIPHPAIVTPQVKQEHPHTDSDLMHVKPQHEQRKEQEPKRPHIKKP.... Result: 0 (no interaction). (3) The miRNA is cel-miR-244-5p with sequence UCUUUGGUUGUACAAAGUGGUAUG. The protein sequence of the target gene is MASGVEVLRFQLPGHEAATLRNMNQLRAEERFCDVTIVADSLKFRGHKVILAACSPFLRDQFLLNPSSELQVSLMHSARIVADLLLSCYTGALEFAVRDIVNYLTAASYLQMEHVVEKCRNALSQFIEPKIGLKEDGVSEASLVSSISATKSLLPPARTPKPAPKPPPPPPLPPPLLRPVKLEFPLDEDLELKAEEEDEDEDEDVSDICIVKVESALEVAHRLKPPGGLGGGLGIGGSVGGHLGELAQSSVPPSTVAPPQGVVKACYSLSEDAEGEGLLLIPGGRASVGATSGLVEAAAV.... Result: 0 (no interaction). (4) The miRNA is hsa-miR-181b-5p with sequence AACAUUCAUUGCUGUCGGUGGGU. The protein sequence of the target gene is MAGSHPYFNQPDSTHPSPPSAPPSLRWYQRCQPSDATSGLLVALLGGGLPAGFVGPLSRMAYQASNLPSLELLIWRCLFHLPIALLLKLRGDPLLGTPDIRSRAFFCALLNILSIGCAYSAVQVVPAGNAATVRKGSSTVCSAVLTLCLESQGLSGYDWCGLLGCILGLIIIVGPGLWTLQEGTTGVYTALGYVEAFLGGLALSLRLLVYRSLHFPPCLPTVAFLSGLVGLLGSVPGLFVLQAPVLPSDLLSWSCVGAVGILALVSFTCVGYAVTKAHPALVCAVLHSEVVVALILQYYM.... Result: 1 (interaction). (5) The miRNA is hsa-miR-7156-3p with sequence CUGCAGCCACUUGGGGAACUGGU. The protein sequence of the target gene is MEEISAAAVKVVPGPERPSPFSQLVYTSNDSYIVHSGDLRKIHKAASRGQVRKLEKMTKRKKTINLNIQDAQKRTALHWACVNGHEEVVTFLVDRKCQLDVLDGEHRTPLMKALQCHQEACANILIDSGADINLVDVYGNTALHYAVYSEILSVVAKLLSHGAVIEVHNKASLTPLLLSITKRSEQIVEFLLIKNANANAVNKYKCTALMLAVCHGSSEIVGMLLQQNVDVFAADICGVTAEHYAVTCGFHHIHEQIMEYIRKLSKNHQNTNPEGTSAGTPDEAAPLAERTPDTAESLVE.... Result: 0 (no interaction).